This data is from Reaction yield outcomes from USPTO patents with 853,638 reactions. The task is: Predict the reaction yield, written as a fraction of the theoretical maximum amount of product (1.0 means a 100% yield; for example, 0.34 means a 34% yield). (1) The reactants are [C:1]([CH:5]1[CH2:13][C:12]2[C:7](=[CH:8][CH:9]=[CH:10][CH:11]=2)[NH:6]1)([CH3:4])([CH3:3])[CH3:2].C(C1NC2C(C=1)=CC=CC=2)(C)(C)C.[N+:27]([O-])([O-:29])=[O:28].[K+].C([O-])([O-])=O.[Na+].[Na+]. The catalyst is OS(O)(=O)=O. The product is [C:1]([CH:5]1[CH2:13][C:12]2[C:7](=[CH:8][C:9]([N+:27]([O-:29])=[O:28])=[CH:10][CH:11]=2)[NH:6]1)([CH3:4])([CH3:2])[CH3:3]. The yield is 0.320. (2) The reactants are Br[C:2]1[N:7]=[N:6][C:5]([NH2:8])=[N:4][C:3]=1[C:9]1[CH:14]=[CH:13][CH:12]=[CH:11][CH:10]=1.[O:15]1[C:19]2[CH:20]=[CH:21][C:22](B(O)O)=[CH:23][C:18]=2[O:17][CH2:16]1. No catalyst specified. The product is [O:15]1[C:19]2[CH:20]=[CH:21][C:22]([C:2]3[N:7]=[N:6][C:5]([NH2:8])=[N:4][C:3]=3[C:9]3[CH:14]=[CH:13][CH:12]=[CH:11][CH:10]=3)=[CH:23][C:18]=2[O:17][CH2:16]1. The yield is 0.620.